From a dataset of Forward reaction prediction with 1.9M reactions from USPTO patents (1976-2016). Predict the product of the given reaction. Given the reactants Cl[C:2]1[N:7]=[C:6]2[N:8]([CH:11]3[CH2:16][CH2:15][N:14]([CH2:17][C:18]([F:21])([F:20])[F:19])[CH2:13][CH2:12]3)[N:9]=[CH:10][C:5]2=[C:4]([N:22]2[CH2:27][CH2:26][O:25][CH2:24][CH2:23]2)[N:3]=1.[NH:28]1[C:36]2[C:31](=[CH:32][C:33](B(O)O)=[CH:34][CH:35]=2)[CH:30]=[CH:29]1.C(=O)([O-])[O-].[Na+].[Na+].COCCOC, predict the reaction product. The product is: [NH:28]1[C:36]2[C:31](=[CH:32][C:33]([C:2]3[N:7]=[C:6]4[N:8]([CH:11]5[CH2:16][CH2:15][N:14]([CH2:17][C:18]([F:21])([F:20])[F:19])[CH2:13][CH2:12]5)[N:9]=[CH:10][C:5]4=[C:4]([N:22]4[CH2:27][CH2:26][O:25][CH2:24][CH2:23]4)[N:3]=3)=[CH:34][CH:35]=2)[CH:30]=[CH:29]1.